From a dataset of Drug-target binding data from BindingDB using Ki measurements. Regression. Given a target protein amino acid sequence and a drug SMILES string, predict the binding affinity score between them. We predict pKi (pKi = -log10(Ki in M); higher means stronger inhibition). Dataset: bindingdb_ki. (1) The small molecule is ONC=Nc1ccc(N2CCOCC2)c(Cl)c1. The target protein (Q95223) has sequence MGDKGTRVFKKASPNGKLTVYLGKRGFVDHIDLVDPVDGVVLVDPEYLKERRVYVTLTCAFRYGREDLDVLGLTFRKDLFVANVQSFPPAPEDKKPLTRLQERLIKKLGEHAYPFTFEIPPKLPCSVTLQPGPEDTGKACGVDYEVKAFCAENLEEKIHKRNSVRLVIRKVQYAPERPGPHPTAETTRLFLMSDKPLHLEASLDKEIYYHGEPIIVNVHVTNNTNKTVKKIKISVRQYADICLFNTAQYKCPVAMEEADDTVAPSSTFCKVYTLTPFLANNREKRGLALDGKLKHEDTNLASSTLMREGANREILGIIVSYKVKVKLVVSRGGDVAVELPFTLMHPKPKEEPPHREVPENETPVDTNLIELDTNDDDIVFEDFARQRLKGMKDDKEEEDDVTGSPRLNDR. The pKi is 5.0. (2) The compound is C[C@]12CC[C@@H]3c4ccc(OP(=O)(O)OP(=O)(O)OC[C@H]5O[C@@H](n6c(Br)nc7c(N)ncnc76)[C@H](O)[C@@H]5OP(=O)(O)O)cc4CC[C@H]3[C@@H]1CCC2=O. The target protein (P19217) has sequence MSSSKPSFSDYFGKLGGIPMYKKFIEQFHNVEEFEARPDDLVIVTYPKSGTTWLSEIICMIYNNGDVEKCKEDVIFNRVPYLECSTEHVMKGVKQLNEMASPRIVKSHLPVKLLPVSFWEKNCKIIYLSRNAKDVVVSYYFLILMVTAIPDPDSFQDFVEKFMDGEVPYGSWFEHTKSWWEKSKNPQVLFLFYEDMKENIRKEVMKLLEFLGRKASDELVDKIIKHTSFQEMKNNPSTNYTTLPDEVMNQKVSPFMRKGDVGDWKNHFTVALNEKFDMHYEQQMKGSTLKFRTKI. The pKi is 6.6.